This data is from NCI-60 drug combinations with 297,098 pairs across 59 cell lines. The task is: Regression. Given two drug SMILES strings and cell line genomic features, predict the synergy score measuring deviation from expected non-interaction effect. (1) Drug 1: N.N.Cl[Pt+2]Cl. Drug 2: CC1C(C(CC(O1)OC2CC(CC3=C2C(=C4C(=C3O)C(=O)C5=CC=CC=C5C4=O)O)(C(=O)C)O)N)O. Cell line: ACHN. Synergy scores: CSS=69.8, Synergy_ZIP=7.87, Synergy_Bliss=7.45, Synergy_Loewe=-37.3, Synergy_HSA=8.52. (2) Drug 1: CC1=C2C(C(=O)C3(C(CC4C(C3C(C(C2(C)C)(CC1OC(=O)C(C(C5=CC=CC=C5)NC(=O)C6=CC=CC=C6)O)O)OC(=O)C7=CC=CC=C7)(CO4)OC(=O)C)O)C)OC(=O)C. Drug 2: CS(=O)(=O)CCNCC1=CC=C(O1)C2=CC3=C(C=C2)N=CN=C3NC4=CC(=C(C=C4)OCC5=CC(=CC=C5)F)Cl. Cell line: SF-268. Synergy scores: CSS=31.0, Synergy_ZIP=5.71, Synergy_Bliss=9.85, Synergy_Loewe=-27.6, Synergy_HSA=5.03. (3) Drug 1: CC1CCC2CC(C(=CC=CC=CC(CC(C(=O)C(C(C(=CC(C(=O)CC(OC(=O)C3CCCCN3C(=O)C(=O)C1(O2)O)C(C)CC4CCC(C(C4)OC)OCCO)C)C)O)OC)C)C)C)OC. Drug 2: CC1C(C(CC(O1)OC2CC(CC3=C2C(=C4C(=C3O)C(=O)C5=CC=CC=C5C4=O)O)(C(=O)C)O)N)O. Cell line: HCC-2998. Synergy scores: CSS=68.2, Synergy_ZIP=0.167, Synergy_Bliss=1.14, Synergy_Loewe=5.25, Synergy_HSA=6.06. (4) Drug 1: CC1=C(C=C(C=C1)NC2=NC=CC(=N2)N(C)C3=CC4=NN(C(=C4C=C3)C)C)S(=O)(=O)N.Cl. Drug 2: C1C(C(OC1N2C=NC3=C2NC=NCC3O)CO)O. Cell line: MOLT-4. Synergy scores: CSS=11.4, Synergy_ZIP=-0.771, Synergy_Bliss=1.82, Synergy_Loewe=2.68, Synergy_HSA=2.83. (5) Cell line: DU-145. Drug 1: C1=NC2=C(N=C(N=C2N1C3C(C(C(O3)CO)O)O)F)N. Drug 2: CS(=O)(=O)OCCCCOS(=O)(=O)C. Synergy scores: CSS=-1.75, Synergy_ZIP=-1.58, Synergy_Bliss=0.303, Synergy_Loewe=-10.7, Synergy_HSA=-5.02. (6) Drug 1: CC1C(C(CC(O1)OC2CC(CC3=C2C(=C4C(=C3O)C(=O)C5=C(C4=O)C(=CC=C5)OC)O)(C(=O)C)O)N)O.Cl. Drug 2: CC1=C(C=C(C=C1)NC(=O)C2=CC=C(C=C2)CN3CCN(CC3)C)NC4=NC=CC(=N4)C5=CN=CC=C5. Cell line: CCRF-CEM. Synergy scores: CSS=48.2, Synergy_ZIP=9.63, Synergy_Bliss=9.66, Synergy_Loewe=-34.6, Synergy_HSA=8.44.